This data is from Forward reaction prediction with 1.9M reactions from USPTO patents (1976-2016). The task is: Predict the product of the given reaction. (1) Given the reactants [C:1]([O:5][C:6]([N:8]([CH3:12])[CH2:9][CH2:10][NH2:11])=[O:7])([CH3:4])([CH3:3])[CH3:2].[C:13]1(=[O:19])[O:18][C:16](=[O:17])[CH2:15][CH2:14]1, predict the reaction product. The product is: [C:1]([O:5][C:6]([N:8]([CH3:12])[CH2:9][CH2:10][NH:11][C:13](=[O:19])[CH2:14][CH2:15][C:16]([OH:18])=[O:17])=[O:7])([CH3:4])([CH3:3])[CH3:2]. (2) Given the reactants [CH2:1]([C@@:4]1([CH3:37])[CH2:9][C@H:8]([C:10]2[CH:15]=[CH:14][CH:13]=[C:12]([Cl:16])[CH:11]=2)[C@@H:7]([C:17]2[CH:22]=[CH:21][C:20]([Cl:23])=[CH:19][CH:18]=2)[N:6]([C@@H:24]([CH2:34][CH3:35])[C:25]([NH:27][S:28]([CH:31]2[CH2:33][CH2:32]2)(=[O:30])=[O:29])=[O:26])[C:5]1=[O:36])[CH:2]=[CH2:3].[C:38](=O)([O-])[O-].[K+].[K+].IC, predict the reaction product. The product is: [CH2:1]([C@@:4]1([CH3:37])[CH2:9][C@H:8]([C:10]2[CH:15]=[CH:14][CH:13]=[C:12]([Cl:16])[CH:11]=2)[C@@H:7]([C:17]2[CH:22]=[CH:21][C:20]([Cl:23])=[CH:19][CH:18]=2)[N:6]([C@@H:24]([CH2:34][CH3:35])[C:25]([N:27]([S:28]([CH:31]2[CH2:33][CH2:32]2)(=[O:30])=[O:29])[CH3:38])=[O:26])[C:5]1=[O:36])[CH:2]=[CH2:3]. (3) Given the reactants Br[C:2]1[CH:7]=[CH:6][C:5]([C:8]2[CH:13]=[CH:12][C:11]([C:14]3[N:15]=[C:16]([C@@H:19]4[CH2:23][CH2:22][C@H:21]([CH3:24])[N:20]4[C:25]([O:27][C:28]([CH3:31])([CH3:30])[CH3:29])=[O:26])[NH:17][CH:18]=3)=[CH:10][CH:9]=2)=[CH:4][CH:3]=1.[CH3:47][C:42]1([CH3:48])[C:43]([CH3:46])([CH3:45])[O:44][B:40]([B:40]2[O:44][C:43]([CH3:46])([CH3:45])[C:42]([CH3:48])([CH3:47])[O:41]2)[O:41]1.C(Cl)Cl.CC([O-])=O.[K+], predict the reaction product. The product is: [CH3:24][C@H:21]1[CH2:22][CH2:23][C@@H:19]([C:16]2[NH:17][CH:18]=[C:14]([C:11]3[CH:12]=[CH:13][C:8]([C:5]4[CH:4]=[CH:3][C:2]([B:40]5[O:41][C:42]([CH3:47])([CH3:48])[C:43]([CH3:45])([CH3:46])[O:44]5)=[CH:7][CH:6]=4)=[CH:9][CH:10]=3)[N:15]=2)[N:20]1[C:25]([O:27][C:28]([CH3:29])([CH3:31])[CH3:30])=[O:26]. (4) Given the reactants [C:1]([N:4]1[CH2:9][CH2:8][N:7]([C:10]2[CH:11]=[CH:12][C:13]([NH:16][C:17](=[O:34])[CH2:18][C:19]3[CH:24]=[CH:23][C:22](B4OC(C)(C)C(C)(C)O4)=[CH:21][CH:20]=3)=[N:14][CH:15]=2)[CH2:6][CH2:5]1)(=[O:3])[CH3:2].Cl[C:36]1[CH:41]=[C:40]([CH3:42])[N:39]=[CH:38][N:37]=1.[O-]P([O-])([O-])=O.[K+].[K+].[K+], predict the reaction product. The product is: [C:1]([N:4]1[CH2:9][CH2:8][N:7]([C:10]2[CH:11]=[CH:12][C:13]([NH:16][C:17](=[O:34])[CH2:18][C:19]3[CH:20]=[CH:21][C:22]([C:36]4[CH:41]=[C:40]([CH3:42])[N:39]=[CH:38][N:37]=4)=[CH:23][CH:24]=3)=[N:14][CH:15]=2)[CH2:6][CH2:5]1)(=[O:3])[CH3:2]. (5) Given the reactants [Br:1][C:2]1(OC)[C:9]([OH:10])=[CH:8][CH:7]=[C:4]([CH:5]=[O:6])[CH2:3]1.N1C=CN=C1.[Si:18](Cl)([C:21]([CH3:24])([CH3:23])[CH3:22])([CH3:20])[CH3:19].O.CN([CH:30]=[O:31])C, predict the reaction product. The product is: [Br:1][C:2]1[CH:3]=[C:4]([CH:7]=[C:8]([O:31][CH3:30])[C:9]=1[O:10][Si:18]([C:21]([CH3:24])([CH3:23])[CH3:22])([CH3:20])[CH3:19])[CH:5]=[O:6]. (6) Given the reactants [NH:1]1[CH2:6][CH2:5][CH:4]([NH:7][C:8](=[O:16])[C:9]2[CH:14]=[CH:13][C:12]([F:15])=[CH:11][CH:10]=2)[CH2:3][CH2:2]1.[C:17](Cl)(=[O:22])[C:18]([CH3:21])([CH3:20])[CH3:19].N1C=CC=C[CH:25]=1, predict the reaction product. The product is: [CH:17]([O:22][CH:14]([CH3:13])[CH3:9])([CH3:18])[CH3:25].[C:17]([N:1]1[CH2:2][CH2:3][CH:4]([NH:7][C:8](=[O:16])[C:9]2[CH:14]=[CH:13][C:12]([F:15])=[CH:11][CH:10]=2)[CH2:5][CH2:6]1)(=[O:22])[C:18]([CH3:21])([CH3:20])[CH3:19]. (7) Given the reactants Cl.COC(=O)[CH2:5][NH:6]C.[OH-:9].[K+].[N+]([C:14]1[CH:21]=[CH:20][CH:19]=[CH:18][C:15]=1[CH:16]=O)([O-])=O.[C:22]([BH3-])#[N:23].[Na+].[C:26](=[O:29])(O)[O-:27].[Na+].C[OH:32], predict the reaction product. The product is: [CH3:5][N:6]([CH:22]([N+:23]([O-:32])=[O:9])[C:26]([OH:27])=[O:29])[CH2:16][C:15]1[CH:14]=[CH:21][CH:20]=[CH:19][CH:18]=1. (8) Given the reactants [OH-:1].[Na+].[CH2:3]([C:5]1[C:20]([F:21])=[CH:19][C:8]([O:9][C:10]2[CH:17]=[CH:16][C:13]([C:14]#N)=[CH:12][C:11]=2[F:18])=[C:7]([O:22][CH3:23])[CH:6]=1)[CH3:4].Cl.C(OCC)(=O)C.C[OH:32], predict the reaction product. The product is: [CH2:3]([C:5]1[C:20]([F:21])=[CH:19][C:8]([O:9][C:10]2[CH:17]=[CH:16][C:13]([C:14]([OH:32])=[O:1])=[CH:12][C:11]=2[F:18])=[C:7]([O:22][CH3:23])[CH:6]=1)[CH3:4].